This data is from Full USPTO retrosynthesis dataset with 1.9M reactions from patents (1976-2016). The task is: Predict the reactants needed to synthesize the given product. (1) Given the product [NH2:11][S:8]([C:5]1[CH:6]=[CH:7][C:2]([NH:37][NH:36][C:35]([O:34][C:30]([CH3:33])([CH3:32])[CH3:31])=[O:38])=[C:3]([N+:27]([O-:29])=[O:28])[CH:4]=1)(=[O:9])=[O:10], predict the reactants needed to synthesize it. The reactants are: Cl[C:2]1[CH:7]=[CH:6][C:5]([S:8]([NH:11]C(C2C=CC(C3C=CC(F)=CC=3)=CC=2)=O)(=[O:10])=[O:9])=[CH:4][C:3]=1[N+:27]([O-:29])=[O:28].[C:30]([O:34][C:35](=[O:38])[NH:36][NH2:37])([CH3:33])([CH3:32])[CH3:31]. (2) Given the product [Br:1][C:2]1[CH:24]=[N:4][N:5]([CH:10]2[CH2:11][CH2:12][O:7][CH2:8][CH2:9]2)[CH:6]=1, predict the reactants needed to synthesize it. The reactants are: [Br:1][C:2]1N=[N:4][NH:5][CH:6]=1.[O:7]1[CH2:12][CH2:11][CH:10](OS(C2C=CC(C)=CC=2)(=O)=O)[CH2:9][CH2:8]1.[C:24](=O)([O-])[O-].[Cs+].[Cs+].CN(C)C=O. (3) Given the product [NH2:7][C:2]1[CH:3]=[CH:4][CH:5]=[CH:6][C:1]=1[NH:8][C:17]([NH:16][C:13]1[CH:14]=[CH:15][C:10]([F:9])=[CH:11][CH:12]=1)=[O:18], predict the reactants needed to synthesize it. The reactants are: [C:1]1([NH2:8])[CH:6]=[CH:5][CH:4]=[CH:3][C:2]=1[NH2:7].[F:9][C:10]1[CH:15]=[CH:14][C:13]([N:16]=[C:17]=[O:18])=[CH:12][CH:11]=1. (4) Given the product [CH3:20][NH:21][C:13](=[O:14])[CH2:12][O:11][CH2:10][CH2:9][O:8][C:7]1[CH:16]=[CH:17][C:4]([N+:1]([O-:3])=[O:2])=[CH:5][CH:6]=1, predict the reactants needed to synthesize it. The reactants are: [N+:1]([C:4]1[CH:17]=[CH:16][C:7]([O:8][CH2:9][CH2:10][O:11][CH2:12][C:13](O)=[O:14])=[CH:6][CH:5]=1)([O-:3])=[O:2].CN.[CH3:20][N:21](C(ON1N=NC2C=CC=NC1=2)=[N+](C)C)C.F[P-](F)(F)(F)(F)F. (5) Given the product [Br:20][CH:6]1[CH:5]2[CH:4]3[CH:9]([CH:8]([C:13]([OH:12])=[O:14])[CH:7]1[CH2:3]3)[C:10](=[O:11])[O:1]2, predict the reactants needed to synthesize it. The reactants are: [OH-:1].[Na+].[CH2:3]1[CH:7]2[C@H:8]3[C:13](=[O:14])[O:12][C:10](=[O:11])[C@H:9]3[CH:4]1[CH:5]=[CH:6]2.O1CCCC1.[Br:20]Br. (6) Given the product [Cl:1][C:2]1[CH:3]=[CH:4][C:5]([C:8]#[C:9][C:10]2[CH:11]=[CH:12][C:13]([CH2:14][N:15]([C:16](=[O:24])[CH2:17][CH2:18][CH:19]3[CH2:20][CH2:21][CH2:22][CH2:23]3)[C:25]3[CH:37]=[CH:36][C:28]([OH:29])=[C:27]([CH:26]=3)[C:32]([OH:33])=[O:31])=[CH:38][CH:39]=2)=[CH:6][CH:7]=1, predict the reactants needed to synthesize it. The reactants are: [Cl:1][C:2]1[CH:7]=[CH:6][C:5]([C:8]#[C:9][C:10]2[CH:39]=[CH:38][C:13]([CH2:14][N:15]([C:25]3[CH:37]=[CH:36][C:28]4[O:29]C(C)(C)[O:31][C:32](=[O:33])[C:27]=4[CH:26]=3)[C:16](=[O:24])[CH2:17][CH2:18][CH:19]3[CH2:23][CH2:22][CH2:21][CH2:20]3)=[CH:12][CH:11]=2)=[CH:4][CH:3]=1.[OH-].[Na+].